This data is from Reaction yield outcomes from USPTO patents with 853,638 reactions. The task is: Predict the reaction yield, written as a fraction of the theoretical maximum amount of product (1.0 means a 100% yield; for example, 0.34 means a 34% yield). (1) The reactants are Br[C:2]1[S:6][C:5]([C:7]2[C:12]([C:13]3[CH:18]=[CH:17][N:16]=[CH:15][CH:14]=3)=[C:11]([C:19]3[CH:24]=[CH:23][C:22]([F:25])=[CH:21][CH:20]=3)[N:10]=[C:9]3[NH:26][N:27]([CH3:29])[CH2:28][C:8]=23)=[CH:4][CH:3]=1.[N:30]1[CH:35]=[CH:34][CH:33]=[C:32](B(O)O)[CH:31]=1.C([O-])([O-])=O.[K+].[K+].COCCOC. The catalyst is C(Cl)(Cl)Cl.O.C1C=CC([P]([Pd]([P](C2C=CC=CC=2)(C2C=CC=CC=2)C2C=CC=CC=2)([P](C2C=CC=CC=2)(C2C=CC=CC=2)C2C=CC=CC=2)[P](C2C=CC=CC=2)(C2C=CC=CC=2)C2C=CC=CC=2)(C2C=CC=CC=2)C2C=CC=CC=2)=CC=1. The product is [F:25][C:22]1[CH:23]=[CH:24][C:19]([C:11]2[C:12]([C:13]3[CH:14]=[CH:15][N:16]=[CH:17][CH:18]=3)=[C:7]([C:5]3[S:6][C:2]([C:32]4[CH:31]=[N:30][CH:35]=[CH:34][CH:33]=4)=[CH:3][CH:4]=3)[C:8]3[C:9](=[N:26][N:27]([CH3:29])[CH:28]=3)[N:10]=2)=[CH:20][CH:21]=1. The yield is 0.500. (2) The reactants are [Mg].Br[CH2:3][CH2:4][CH2:5][C:6]([F:9])([F:8])[F:7].[Br:10][C:11]1[CH:18]=[CH:17][C:14]([CH:15]=[O:16])=[CH:13][CH:12]=1. The catalyst is C1COCC1. The product is [Br:10][C:11]1[CH:18]=[CH:17][C:14]([CH:15]([OH:16])[CH2:3][CH2:4][CH2:5][C:6]([F:9])([F:8])[F:7])=[CH:13][CH:12]=1. The yield is 0.820. (3) The reactants are C(OC([N:8]1[CH2:12][CH2:11][CH:10]([O:13][C:14]2[CH:19]=[CH:18][C:17]([C:20]([OH:22])=O)=[CH:16][CH:15]=2)[CH2:9]1)=O)(C)(C)C.C1C=CC2N(O)N=NC=2C=1.CCN=C=NCCCN(C)C.[CH:44]12[CH2:52][CH2:51][CH:48]([CH2:49][CH2:50]1)[CH2:47][NH:46][CH2:45]2.CCN(C(C)C)C(C)C. The catalyst is CN(C=O)C. The product is [CH:44]12[CH2:52][CH2:51][CH:48]([CH2:49][CH2:50]1)[CH2:47][N:46]([C:20]([C:17]1[CH:16]=[CH:15][C:14]([O:13][CH:10]3[CH2:11][CH2:12][NH:8][CH2:9]3)=[CH:19][CH:18]=1)=[O:22])[CH2:45]2. The yield is 0.550.